From a dataset of NCI-60 drug combinations with 297,098 pairs across 59 cell lines. Regression. Given two drug SMILES strings and cell line genomic features, predict the synergy score measuring deviation from expected non-interaction effect. (1) Drug 1: CC1=CC2C(CCC3(C2CCC3(C(=O)C)OC(=O)C)C)C4(C1=CC(=O)CC4)C. Drug 2: CN(CCCl)CCCl.Cl. Cell line: NCI-H226. Synergy scores: CSS=1.13, Synergy_ZIP=2.86, Synergy_Bliss=1.47, Synergy_Loewe=-10.8, Synergy_HSA=-4.85. (2) Drug 1: C(CC(=O)O)C(=O)CN.Cl. Drug 2: CC12CCC3C(C1CCC2OP(=O)(O)O)CCC4=C3C=CC(=C4)OC(=O)N(CCCl)CCCl.[Na+]. Cell line: HL-60(TB). Synergy scores: CSS=13.4, Synergy_ZIP=-0.154, Synergy_Bliss=-1.13, Synergy_Loewe=-16.2, Synergy_HSA=-7.68. (3) Drug 1: CN(C)C1=NC(=NC(=N1)N(C)C)N(C)C. Drug 2: C1CN(P(=O)(OC1)NCCCl)CCCl. Cell line: SK-OV-3. Synergy scores: CSS=-2.89, Synergy_ZIP=0.847, Synergy_Bliss=0.00452, Synergy_Loewe=-1.67, Synergy_HSA=-1.46. (4) Drug 1: CN(C)N=NC1=C(NC=N1)C(=O)N. Drug 2: CC1=C(C(=O)C2=C(C1=O)N3CC4C(C3(C2COC(=O)N)OC)N4)N. Cell line: 786-0. Synergy scores: CSS=32.6, Synergy_ZIP=5.78, Synergy_Bliss=4.62, Synergy_Loewe=-15.3, Synergy_HSA=4.11. (5) Drug 1: CC1C(C(CC(O1)OC2CC(CC3=C2C(=C4C(=C3O)C(=O)C5=C(C4=O)C(=CC=C5)OC)O)(C(=O)C)O)N)O.Cl. Drug 2: B(C(CC(C)C)NC(=O)C(CC1=CC=CC=C1)NC(=O)C2=NC=CN=C2)(O)O. Cell line: BT-549. Synergy scores: CSS=10.3, Synergy_ZIP=-5.18, Synergy_Bliss=-0.229, Synergy_Loewe=-2.22, Synergy_HSA=-0.588. (6) Drug 1: C1=NC(=NC(=O)N1C2C(C(C(O2)CO)O)O)N. Drug 2: C(CC(=O)O)C(=O)CN.Cl. Cell line: LOX IMVI. Synergy scores: CSS=36.7, Synergy_ZIP=0.458, Synergy_Bliss=5.46, Synergy_Loewe=-33.8, Synergy_HSA=3.33.